From a dataset of Reaction yield outcomes from USPTO patents with 853,638 reactions. Predict the reaction yield, written as a fraction of the theoretical maximum amount of product (1.0 means a 100% yield; for example, 0.34 means a 34% yield). (1) The reactants are C([O:5][C:6](=[O:36])[CH2:7][O:8][C:9]1[C:18]2[CH2:17][CH2:16][CH2:15][C@@H:14]([NH:19][S:20]([C:23]3[CH:28]=[CH:27][C:26]([C:29]4[CH:34]=[CH:33][C:32]([CH3:35])=[CH:31][CH:30]=4)=[CH:25][CH:24]=3)(=[O:22])=[O:21])[C:13]=2[CH:12]=[CH:11][CH:10]=1)(C)(C)C.FC(F)(F)C(O)=O. The catalyst is ClCCl. The product is [CH3:35][C:32]1[CH:33]=[CH:34][C:29]([C:26]2[CH:25]=[CH:24][C:23]([S:20]([NH:19][C@@H:14]3[CH2:15][CH2:16][CH2:17][C:18]4[C:9]([O:8][CH2:7][C:6]([OH:36])=[O:5])=[CH:10][CH:11]=[CH:12][C:13]3=4)(=[O:22])=[O:21])=[CH:28][CH:27]=2)=[CH:30][CH:31]=1. The yield is 0.0950. (2) The reactants are C(Cl)CCl.[CH:5]1[CH:6]=[CH:7][C:8]2[N:13](O)N=[N:11][C:9]=2[CH:10]=1.C(C1C=CC(OC)=C(C=1)C(N[C:27]1[C:28]([C:32](O)=[O:33])=[N:29][NH:30][CH:31]=1)=O)(C)(C)C.C1(N)C(N)=CC=CC=1. The catalyst is CN(C=O)C. The product is [NH2:13][C:8]1[CH:7]=[CH:6][CH:5]=[CH:10][C:9]=1[NH:11][C:32]([C:28]1[CH:27]=[CH:31][NH:30][N:29]=1)=[O:33]. The yield is 0.660. (3) The reactants are [N:1]([C:4]1[CH:21]=[CH:20][C:7]([C:8]([NH:10][C@@H:11]([C@H:17]([OH:19])[CH3:18])[C:12]([NH:14][CH2:15][CH3:16])=[O:13])=O)=[C:6]([OH:22])[CH:5]=1)=[N+:2]=[N-:3].O=S(Cl)Cl. The catalyst is C(Cl)Cl.C(Cl)(Cl)Cl. The product is [N:1]([C:4]1[CH:21]=[CH:20][C:7]([C:8]2[O:19][C@@H:17]([CH3:18])[C@@H:11]([C:12]([NH:14][CH2:15][CH3:16])=[O:13])[N:10]=2)=[C:6]([OH:22])[CH:5]=1)=[N+:2]=[N-:3]. The yield is 0.819. (4) The reactants are [Cl:1][C:2]1[CH:7]=[C:6](Cl)[N:5]=[C:4]([NH2:9])[N:3]=1.[C:10]1(/[CH:16]=[CH:17]/B(O)O)[CH:15]=[CH:14][CH:13]=[CH:12][CH:11]=1.C(=O)([O-])[O-].[Na+].[Na+]. The catalyst is C1COCC1.O. The product is [Cl:1][C:2]1[CH:7]=[C:6](/[CH:17]=[CH:16]/[C:10]2[CH:15]=[CH:14][CH:13]=[CH:12][CH:11]=2)[N:5]=[C:4]([NH2:9])[N:3]=1. The yield is 0.640. (5) The reactants are C[O:2][C:3]([C:5]1[C:6]([C:24]2[CH:29]=[CH:28][C:27]([C:30](O)=[O:31])=[CH:26][CH:25]=2)=[CH:7][CH:8]=[C:9]([C:11]2[S:12][CH:13]=[C:14]([C:16]3[CH:21]=[CH:20][C:19]([Cl:22])=[C:18]([Cl:23])[CH:17]=3)[N:15]=2)[CH:10]=1)=[O:4].[CH3:33][O:34][C:35]1[CH:42]=[CH:41][C:38]([CH2:39][NH2:40])=[CH:37][CH:36]=1. No catalyst specified. The product is [Cl:23][C:18]1[CH:17]=[C:16]([C:14]2[N:15]=[C:11]([C:9]3[CH:10]=[C:5]([C:3]([OH:2])=[O:4])[C:6]([C:24]4[CH:29]=[CH:28][C:27]([C:30](=[O:31])[NH:40][CH2:39][C:38]5[CH:41]=[CH:42][C:35]([O:34][CH3:33])=[CH:36][CH:37]=5)=[CH:26][CH:25]=4)=[CH:7][CH:8]=3)[S:12][CH:13]=2)[CH:21]=[CH:20][C:19]=1[Cl:22]. The yield is 0.700. (6) The reactants are [Cl-].[Mg+2].[Cl-].C(N(CC)CC)C.[C:11]([O:19][CH2:20][CH3:21])(=[O:18])[CH2:12][C:13]([O:15][CH2:16][CH3:17])=[O:14].[Cl:22][C:23]1[N:31]=[CH:30][CH:29]=[CH:28][C:24]=1[C:25](Cl)=[O:26]. The catalyst is C1(C)C=CC=CC=1. The product is [Cl:22][C:23]1[N:31]=[CH:30][CH:29]=[CH:28][C:24]=1[C:25]([CH:12]([C:13]([O:15][CH2:16][CH3:17])=[O:14])[C:11]([O:19][CH2:20][CH3:21])=[O:18])=[O:26]. The yield is 0.850.